From a dataset of Reaction yield outcomes from USPTO patents with 853,638 reactions. Predict the reaction yield, written as a fraction of the theoretical maximum amount of product (1.0 means a 100% yield; for example, 0.34 means a 34% yield). (1) The reactants are Br[C:2]1[CH:11]=[C:10]2[C:5]([CH:6]=[C:7]([F:12])[CH:8]=[N:9]2)=[CH:4][CH:3]=1.B1(B2OC(C)(C)C(C)(C)O2)OC(C)(C)C(C)(C)O1.C([O-])(=O)C.[K+].Br[C:37]1[CH:42]=[CH:41][C:40]([N:43]2[C:47](=[O:48])[NH:46][N:45]=[C:44]2[CH2:49][C@@H:50]2[CH2:54][CH2:53][N:52]([C:55](=[O:58])[CH2:56][CH3:57])[CH2:51]2)=[C:39]([F:59])[CH:38]=1.C(=O)([O-])[O-].[K+].[K+]. The catalyst is C1C=CC(P(C2C=CC=CC=2)[C-]2C=CC=C2)=CC=1.C1C=CC(P(C2C=CC=CC=2)[C-]2C=CC=C2)=CC=1.Cl[Pd]Cl.[Fe+2].C(Cl)Cl.O1CCOCC1. The product is [F:59][C:39]1[CH:38]=[C:37]([C:2]2[CH:11]=[C:10]3[C:5]([CH:6]=[C:7]([F:12])[CH:8]=[N:9]3)=[CH:4][CH:3]=2)[CH:42]=[CH:41][C:40]=1[N:43]1[C:47](=[O:48])[NH:46][N:45]=[C:44]1[CH2:49][C@@H:50]1[CH2:54][CH2:53][N:52]([C:55](=[O:58])[CH2:56][CH3:57])[CH2:51]1. The yield is 0.740. (2) The reactants are C[N:2]([CH3:24])/[CH:3]=[CH:4]/[C:5](=[C:19]([C:22]#[N:23])[C:20]#[N:21])[C:6]1[CH:15]=[CH:14][C:13]2[C:8](=[CH:9][CH:10]=[C:11]([N:16]([CH3:18])[CH3:17])[CH:12]=2)[CH:7]=1.NC[CH2:27][OH:28]. The catalyst is CO. The product is [CH3:17][N:16]([CH3:18])[C:11]1[CH:12]=[C:13]2[C:8](=[CH:9][CH:10]=1)[CH:7]=[C:6]([C:5](=[C:19]([C:20]#[N:21])[C:22]#[N:23])/[CH:4]=[CH:3]\[NH:2][CH2:24][CH2:27][OH:28])[CH:15]=[CH:14]2. The yield is 0.890.